This data is from Experimentally validated miRNA-target interactions with 360,000+ pairs, plus equal number of negative samples. The task is: Binary Classification. Given a miRNA mature sequence and a target amino acid sequence, predict their likelihood of interaction. (1) The miRNA is hsa-miR-6744-3p with sequence GGGCCUCUCUUGUCAUCCUGCAG. The protein sequence of the target gene is MPRGRCRQQGPRIPIWAAANYANAHPWQQMDKASPGVAYTPLVDPWIERPCCGDTVCVRTTMEQKSTASGTCGGKPAERGPLAGHMPSSRPHRVDFCWVPGSDPGTFDGSPWLLDRFLAQLGDYMSFHFEHYQDNISRVCEILRRLTGRAQAWAAPYLDGDLPLPDDYELFCQDLKEVVQDPNSFAEYHAVVTCPLPLASSQLPVAPQLPVVRQYLARFLEGLALDMGTAPRSLPAAMATPAVSGSNSVSRSALFEQQLTKESTPGPKEPPVLPSSTCSSKPGPVEPASSQPEEAAPTPV.... Result: 1 (interaction). (2) The miRNA is hsa-miR-4434 with sequence AGGAGAAGUAAAGUAGAA. The protein sequence of the target gene is MGCKGDASGACAAGALPVTGVCYKMGVLVVLTVLWLFSSVKADSKAITTSLTTKWFSTPLLLEASEFLAEDSQEKFWNFVEASQNIGSSDHDGTDYSYYHAILEAAFQFLSPLQQNLFKFCLSLRSYSATIQAFQQIAADEPPPEGCNSFFSVHGKKTCESDTLEALLLTASERPKPLLFKGDHRYPSSNPESPVVIFYSEIGSEEFSNFHRQLISKSNAGKINYVFRHYIFNPRKEPVYLSGYGVELAIKSTEYKAKDDTQVKGTEVNTTVIGENDPIDEVQGFLFGKLRDLHPDLEGQ.... Result: 0 (no interaction).